This data is from Reaction yield outcomes from USPTO patents with 853,638 reactions. The task is: Predict the reaction yield, written as a fraction of the theoretical maximum amount of product (1.0 means a 100% yield; for example, 0.34 means a 34% yield). (1) The reactants are Br[C:2]1[CH:3]=[CH:4][C:5]2[C:6](=[O:17])[C:7]3[C:12]([O:13][C:14]=2[CH:15]=1)=[C:11]([OH:16])[CH:10]=[CH:9][CH:8]=3.CC1(C)C(C)(C)OB([C:26]2[CH:31]=[CH:30][CH:29]=[CH:28][C:27]=2[NH:32][C:33](=[O:35])[CH3:34])O1.C(=O)([O-])[O-].[Cs+].[Cs+]. The catalyst is O1CCOCC1.C(O)C.C1C=CC(P(C2C=CC=CC=2)[C-]2C=CC=C2)=CC=1.C1C=CC(P(C2C=CC=CC=2)[C-]2C=CC=C2)=CC=1.Cl[Pd]Cl.[Fe+2]. The product is [OH:16][C:11]1[CH:10]=[CH:9][CH:8]=[C:7]2[C:12]=1[O:13][C:14]1[CH:15]=[C:2]([C:26]3[CH:31]=[CH:30][CH:29]=[CH:28][C:27]=3[NH:32][C:33](=[O:35])[CH3:34])[CH:3]=[CH:4][C:5]=1[C:6]2=[O:17]. The yield is 0.947. (2) The reactants are [CH2:1]([NH2:9])[CH2:2][C:3]1[CH:8]=[CH:7][CH:6]=[CH:5][CH:4]=1.[CH2:10]([O:17][C:18]1[CH:23]=[CH:22][C:21]([NH:24][C:25](=[O:31])[C:26](OCC)=[O:27])=[CH:20][C:19]=1[F:32])[C:11]1[CH:16]=[CH:15][CH:14]=[CH:13][CH:12]=1. No catalyst specified. The product is [CH2:10]([O:17][C:18]1[CH:23]=[CH:22][C:21]([NH:24][C:25](=[O:31])[C:26]([NH:9][CH2:1][CH2:2][C:3]2[CH:8]=[CH:7][CH:6]=[CH:5][CH:4]=2)=[O:27])=[CH:20][C:19]=1[F:32])[C:11]1[CH:12]=[CH:13][CH:14]=[CH:15][CH:16]=1. The yield is 0.990. (3) The reactants are [CH3:1][C:2]1[C:7]2=[N:8][C:9]3[C:10]([C:32]([OH:34])=O)=[CH:11][N:12]([C:17]4[CH:22]=[CH:21][C:20]([B:23]5[O:27][C:26]([CH3:29])([CH3:28])[C:25]([CH3:31])([CH3:30])[O:24]5)=[CH:19][CH:18]=4)[C:13](=[O:16])[C:14]=3[CH:15]=[C:6]2[CH:5]=[CH:4][CH:3]=1.[CH:35]1[N:39]=[CH:38][N:37]([C:40](N2C=NC=C2)=O)[CH:36]=1. No catalyst specified. The product is [CH3:38][N:37]([CH3:40])[CH2:36][CH2:35][NH:39][C:32]([C:10]1[C:9]2[N:8]=[C:7]3[C:2]([CH3:1])=[CH:3][CH:4]=[CH:5][C:6]3=[CH:15][C:14]=2[C:13](=[O:16])[N:12]([C:17]2[CH:22]=[CH:21][C:20]([B:23]3[O:27][C:26]([CH3:29])([CH3:28])[C:25]([CH3:31])([CH3:30])[O:24]3)=[CH:19][CH:18]=2)[CH:11]=1)=[O:34]. The yield is 0.740. (4) The reactants are [C:1]([O:5][C:6]([C:8]1[CH:13]=[CH:12][CH:11]=[C:10]([CH:14]=[CH2:15])[N:9]=1)=[O:7])([CH3:4])([CH3:3])[CH3:2].CO[CH2:18][N:19]([CH2:25][C:26]1[CH:31]=[CH:30][CH:29]=[CH:28][CH:27]=1)[CH2:20][Si](C)(C)C.C(O)(C(F)(F)F)=O. The catalyst is C(Cl)Cl. The product is [C:1]([O:5][C:6]([C:8]1[CH:13]=[CH:12][CH:11]=[C:10]([CH:14]2[CH2:15][CH2:18][N:19]([CH2:25][C:26]3[CH:27]=[CH:28][CH:29]=[CH:30][CH:31]=3)[CH2:20]2)[N:9]=1)=[O:7])([CH3:4])([CH3:3])[CH3:2]. The yield is 0.850.